Dataset: Reaction yield outcomes from USPTO patents with 853,638 reactions. Task: Predict the reaction yield, written as a fraction of the theoretical maximum amount of product (1.0 means a 100% yield; for example, 0.34 means a 34% yield). (1) The reactants are [CH3:1][O:2][C:3](=[O:10])[CH2:4][C@H:5]1[CH2:8][C@H:7]([OH:9])[CH2:6]1.[H-].[Na+].[CH2:13](Br)[C:14]1[CH:19]=[CH:18][CH:17]=[CH:16][CH:15]=1. The catalyst is CN(C=O)C. The product is [CH3:1][O:2][C:3](=[O:10])[CH2:4][C@H:5]1[CH2:8][C@H:7]([O:9][CH2:13][C:14]2[CH:19]=[CH:18][CH:17]=[CH:16][CH:15]=2)[CH2:6]1. The yield is 0.400. (2) The reactants are [Br:1][C:2]1[CH:7]=[CH:6][C:5]([C:8](=O)[CH2:9][CH2:10][C:11](=O)[CH2:12][CH2:13][C:14]([O:16][CH2:17][CH3:18])=[O:15])=[CH:4][CH:3]=1.[N:21]1([C:26]2[CH:27]=[CH:28][C:29]([NH2:32])=[N:30][CH:31]=2)[CH:25]=[CH:24][N:23]=[CH:22]1. The catalyst is C(O)C.C(S([O-])(=O)=O)(F)(F)F.C(S([O-])(=O)=O)(F)(F)F.[Zn+2]. The product is [N:21]1([C:26]2[CH:27]=[CH:28][C:29]([N:32]3[C:8]([C:5]4[CH:6]=[CH:7][C:2]([Br:1])=[CH:3][CH:4]=4)=[CH:9][CH:10]=[C:11]3[CH2:12][CH2:13][C:14]([O:16][CH2:17][CH3:18])=[O:15])=[N:30][CH:31]=2)[CH:25]=[CH:24][N:23]=[CH:22]1. The yield is 0.0710. (3) The reactants are [F:1][C:2]1[CH:7]=[CH:6][C:5]([F:8])=[CH:4][C:3]=1[C:9]1[S:13][C:12]([CH3:20])([C:14]2[CH:19]=[CH:18][CH:17]=[CH:16][CH:15]=2)[N:11]([C:21](=[S:24])[NH:22][NH2:23])[N:10]=1.[CH3:25][C:26](C)(C)C([O-])([O-])[O-]. No catalyst specified. The product is [F:1][C:2]1[CH:7]=[CH:6][C:5]([F:8])=[CH:4][C:3]=1[C:9]1[S:13][C:12]([CH3:20])([C:14]2[CH:19]=[CH:18][CH:17]=[CH:16][CH:15]=2)[N:11]([C:21]2[S:24][C:25]([CH3:26])=[N:23][N:22]=2)[N:10]=1. The yield is 0.700.